This data is from Full USPTO retrosynthesis dataset with 1.9M reactions from patents (1976-2016). The task is: Predict the reactants needed to synthesize the given product. (1) Given the product [O:36]1[CH:40]=[CH:39][C:38]([O:1][C@@H:2]2[CH2:7][CH2:6][C@H:5]([N:8]3[C:13](=[O:14])[C:12]([CH2:15][C:16]4[CH:21]=[CH:20][C:19]([C:22]5[CH:27]=[CH:26][CH:25]=[CH:24][C:23]=5[C:28]5[NH:62][C:63](=[O:64])[O:65][N:29]=5)=[CH:18][CH:17]=4)=[C:11]([CH2:30][CH2:31][CH3:32])[N:10]4[N:33]=[CH:34][N:35]=[C:9]34)[CH2:4][CH2:3]2)=[N:37]1, predict the reactants needed to synthesize it. The reactants are: [OH:1][C@H:2]1[CH2:7][CH2:6][C@H:5]([N:8]2[C:13](=[O:14])[C:12]([CH2:15][C:16]3[CH:21]=[CH:20][C:19]([C:22]4[C:23]([C:28]#[N:29])=[CH:24][CH:25]=[CH:26][CH:27]=4)=[CH:18][CH:17]=3)=[C:11]([CH2:30][CH2:31][CH3:32])[N:10]3[N:33]=[CH:34][N:35]=[C:9]23)[CH2:4][CH2:3]1.[O:36]1[CH:40]=[CH:39][C:38](O)=[N:37]1.C1(P(C2C=CC=CC=2)C2C=CC=CC=2)C=CC=CC=1.[N:62]([C:63]([O:65]C(C)C)=[O:64])=[N:62][C:63]([O:65]C(C)C)=[O:64].Cl.[Cl-].O[NH3+].C(=O)([O-])O.[Na+]. (2) Given the product [OH:24][C:25]1[CH:33]=[CH:32][CH:31]=[CH:30][C:26]=1[C:27]([NH:1][CH2:2][C@H:3]1[N:8]([C:9]([C:11]2[N:12]=[C:13]([CH3:23])[S:14][C:15]=2[C:16]2[CH:17]=[C:18]([CH3:22])[CH:19]=[CH:20][CH:21]=2)=[O:10])[CH2:7][C@@H:6]2[C@H:4]1[CH2:5]2)=[O:28], predict the reactants needed to synthesize it. The reactants are: [NH2:1][CH2:2][C@H:3]1[N:8]([C:9]([C:11]2[N:12]=[C:13]([CH3:23])[S:14][C:15]=2[C:16]2[CH:17]=[C:18]([CH3:22])[CH:19]=[CH:20][CH:21]=2)=[O:10])[CH2:7][C@@H:6]2[C@H:4]1[CH2:5]2.[OH:24][C:25]1[CH:33]=[CH:32][CH:31]=[CH:30][C:26]=1[C:27](O)=[O:28]. (3) Given the product [F:1][C:2]1[CH:3]=[C:4]([N:9]2[CH2:14][CH2:13][O:12][CH2:11][CH2:10]2)[CH:5]=[C:6]([F:8])[C:7]=1[CH:31]=[O:32], predict the reactants needed to synthesize it. The reactants are: [F:1][C:2]1[CH:3]=[C:4]([N:9]2[CH2:14][CH2:13][O:12][CH2:11][CH2:10]2)[CH:5]=[C:6]([F:8])[CH:7]=1.CN(CCN(C)C)C.[Li]CCCC.CN([CH:31]=[O:32])C. (4) Given the product [Cl:30][C:31]1[CH:32]=[C:33]([NH:34][S:26]([C:12]2[CH:11]=[CH:10][C:9]([O:8][CH3:7])=[C:18]3[C:13]=2[CH2:14][CH2:15][C@H:16]([NH:19][C:20](=[O:25])[C:21]([F:24])([F:23])[F:22])[CH2:17]3)(=[O:28])=[O:27])[CH:35]=[CH:36][C:37]=1[F:38], predict the reactants needed to synthesize it. The reactants are: N1C=CC=CC=1.[CH3:7][O:8][C:9]1[C:18]2[CH2:17][C@@H:16]([NH:19][C:20](=[O:25])[C:21]([F:24])([F:23])[F:22])[CH2:15][CH2:14][C:13]=2[C:12]([S:26](Cl)(=[O:28])=[O:27])=[CH:11][CH:10]=1.[Cl:30][C:31]1[CH:32]=[C:33]([CH:35]=[CH:36][C:37]=1[F:38])[NH2:34]. (5) Given the product [C:34]([NH:33][C:30]1[CH:31]=[C:32]2[C:20]3[CH:19]=[CH:18][C:17]([O:1][CH2:2][C@@H:3]([NH:8][C:9](=[O:15])[O:10][C:11]([CH3:13])([CH3:12])[CH3:14])[CH2:4][CH:5]([CH3:7])[CH3:6])=[C:22]([O:23][CH3:24])[C:21]=3[O:25][CH2:26][C:27]2=[CH:28][N:29]=1)(=[O:36])[CH3:35], predict the reactants needed to synthesize it. The reactants are: [OH:1][CH2:2][C@@H:3]([NH:8][C:9](=[O:15])[O:10][C:11]([CH3:14])([CH3:13])[CH3:12])[CH2:4][CH:5]([CH3:7])[CH3:6].Cl[C:17]1[CH:18]=[CH:19][C:20]2[C:32]3[C:27](=[CH:28][N:29]=[C:30]([NH:33][C:34](=[O:36])[CH3:35])[CH:31]=3)[CH2:26][O:25][C:21]=2[C:22]=1[O:23][CH3:24]. (6) Given the product [CH2:1]([NH:8][C@H:9]1[CH2:13][O:12][CH2:11][C@H:10]1[C:14]([O:16][CH3:17])=[O:15])[C:2]1[CH:3]=[CH:4][CH:5]=[CH:6][CH:7]=1, predict the reactants needed to synthesize it. The reactants are: [CH2:1]([NH:8][C:9]1[CH2:13][O:12][CH2:11][C:10]=1[C:14]([O:16][CH3:17])=[O:15])[C:2]1[CH:7]=[CH:6][CH:5]=[CH:4][CH:3]=1.C(O[BH-](OC(=O)C)OC(=O)C)(=O)C.[Na+]. (7) Given the product [F:1][C:2]1([F:24])[CH2:7][CH2:6][CH:5]([CH2:8][NH:9][C:10]([C:12]2[C:13]3[CH:14]=[CH:15][C:16]([N:37]4[CH2:38][CH2:39][C@H:35]([F:34])[CH2:36]4)=[N:17][C:18]=3[CH:19]=[CH:20][C:21]=2[Cl:22])=[O:11])[CH2:4][CH2:3]1, predict the reactants needed to synthesize it. The reactants are: [F:1][C:2]1([F:24])[CH2:7][CH2:6][CH:5]([CH2:8][NH:9][C:10]([C:12]2[C:13]3[CH:14]=[CH:15][C:16](Cl)=[N:17][C:18]=3[CH:19]=[CH:20][C:21]=2[Cl:22])=[O:11])[CH2:4][CH2:3]1.CCN(C(C)C)C(C)C.[F:34][C@H:35]1[CH2:39][CH2:38][NH:37][CH2:36]1. (8) Given the product [CH3:18][C:2]1([CH3:1])[C:6]([CH3:7])([CH3:8])[O:5][B:4]([C:9]2[CH:10]=[C:11]([CH:15]=[CH:16][CH:17]=2)[C:12]([NH:44][C:45]2[CH:50]=[CH:49][CH:48]=[CH:47][C:46]=2[CH2:51][C:52]([O:54][CH3:55])=[O:53])=[O:14])[O:3]1, predict the reactants needed to synthesize it. The reactants are: [CH3:1][C:2]1([CH3:18])[C:6]([CH3:8])([CH3:7])[O:5][B:4]([C:9]2[CH:10]=[C:11]([CH:15]=[CH:16][CH:17]=2)[C:12]([OH:14])=O)[O:3]1.CN(C(ON1N=NC2C=CC=NC1=2)=[N+](C)C)C.F[P-](F)(F)(F)(F)F.Cl.[NH2:44][C:45]1[CH:50]=[CH:49][CH:48]=[CH:47][C:46]=1[CH2:51][C:52]([O:54][CH3:55])=[O:53]. (9) Given the product [NH2:9][C:6]1[CH:7]=[CH:8][C:3]([O:2][CH3:1])=[C:4]([NH:12][C:13](=[O:19])[O:14][C:15]([CH3:16])([CH3:17])[CH3:18])[CH:5]=1, predict the reactants needed to synthesize it. The reactants are: [CH3:1][O:2][C:3]1[CH:8]=[CH:7][C:6]([N+:9]([O-])=O)=[CH:5][C:4]=1[NH:12][C:13](=[O:19])[O:14][C:15]([CH3:18])([CH3:17])[CH3:16].C1COCC1. (10) Given the product [C:1]([O:5][C:6]([N:8]1[CH2:13][CH2:12][CH2:11][CH2:10][CH2:9]1)=[O:7])([CH3:4])([CH3:2])[CH3:3], predict the reactants needed to synthesize it. The reactants are: [C:1]([O:5][C:6]([N:8]1[CH2:13][CH2:12][CH:11](C2C3C(=CC=CC=3)NC=2)[CH2:10][CH2:9]1)=[O:7])([CH3:4])([CH3:3])[CH3:2].[H-].[Na+].C(OC(=O)C)(=O)C.